This data is from Full USPTO retrosynthesis dataset with 1.9M reactions from patents (1976-2016). The task is: Predict the reactants needed to synthesize the given product. (1) Given the product [Br:1][C:2]1[CH:7]=[C:6]([F:8])[CH:5]=[CH:4][C:3]=1[CH:9]1[C:10]([C:30]([O:32][CH2:33][CH3:34])=[O:31])=[C:11]([CH2:20][N:21]2[CH2:26][CH2:25][O:24][CH:23]([C:27](=[O:29])[NH:35][CH2:36][CH2:37][OH:38])[CH2:22]2)[NH:12][C:13]([C:15]2[S:16][CH:17]=[CH:18][N:19]=2)=[N:14]1, predict the reactants needed to synthesize it. The reactants are: [Br:1][C:2]1[CH:7]=[C:6]([F:8])[CH:5]=[CH:4][C:3]=1[CH:9]1[N:14]=[C:13]([C:15]2[S:16][CH:17]=[CH:18][N:19]=2)[NH:12][C:11]([CH2:20][N:21]2[CH2:26][CH2:25][O:24][CH:23]([C:27]([OH:29])=O)[CH2:22]2)=[C:10]1[C:30]([O:32][CH2:33][CH3:34])=[O:31].[NH2:35][CH2:36][CH2:37][OH:38]. (2) Given the product [F:1][C:2]1[CH:3]=[C:4]2[C:8](=[CH:9][CH:10]=1)[N:7]([CH2:11][C:12]([O:14][CH3:15])=[O:13])[C:6]([CH3:16])=[C:5]2[CH2:17][C:18]1[CH:23]=[CH:22][C:21](=[O:24])[N:20]([CH2:33][C:34]2[CH:39]=[CH:38][N:37]=[CH:36][CH:35]=2)[N:19]=1, predict the reactants needed to synthesize it. The reactants are: [F:1][C:2]1[CH:3]=[C:4]2[C:8](=[CH:9][CH:10]=1)[N:7]([CH2:11][C:12]([O:14][CH3:15])=[O:13])[C:6]([CH3:16])=[C:5]2[CH2:17][C:18]1[CH:23]=[CH:22][C:21](=[O:24])[NH:20][N:19]=1.C(=O)([O-])[O-].[Cs+].[Cs+].Br.Br[CH2:33][C:34]1[CH:39]=[CH:38][N:37]=[CH:36][CH:35]=1. (3) Given the product [CH3:1][S:2]([C:5]1[CH:10]=[CH:9][C:8]([C:15]2[C:16]([OH:22])=[CH:17][C:18]([OH:21])=[CH:19][CH:20]=2)=[CH:7][CH:6]=1)(=[O:4])=[O:3], predict the reactants needed to synthesize it. The reactants are: [CH3:1][S:2]([C:5]1[CH:10]=[CH:9][C:8](B(O)O)=[CH:7][CH:6]=1)(=[O:4])=[O:3].Br[C:15]1[CH:20]=[CH:19][C:18]([OH:21])=[CH:17][C:16]=1[OH:22].C([O-])([O-])=O.[Na+].[Na+]. (4) Given the product [ClH:31].[N:1]1([C:10]2[CH:11]=[CH:12][C:13]([C:14]([N:16]3[CH2:17][CH2:18][NH:19][CH2:20][CH2:21]3)=[O:15])=[CH:29][CH:30]=2)[C:9]2[C:4](=[CH:5][CH:6]=[CH:7][CH:8]=2)[CH2:3][CH2:2]1, predict the reactants needed to synthesize it. The reactants are: [N:1]1([C:10]2[CH:30]=[CH:29][C:13]([C:14]([N:16]3[CH2:21][CH2:20][N:19](C(OC(C)(C)C)=O)[CH2:18][CH2:17]3)=[O:15])=[CH:12][CH:11]=2)[C:9]2[C:4](=[CH:5][CH:6]=[CH:7][CH:8]=2)[CH2:3][CH2:2]1.[ClH:31].